This data is from Forward reaction prediction with 1.9M reactions from USPTO patents (1976-2016). The task is: Predict the product of the given reaction. (1) The product is: [CH3:11][CH:12]([NH:10][C:8]1[CH:7]=[CH:6][C:5]2[NH:1][CH:2]=[N:3][C:4]=2[CH:9]=1)[CH2:13][CH2:14][CH3:15]. Given the reactants [N:1]1[C:5]2[CH:6]=[CH:7][C:8]([NH2:10])=[CH:9][C:4]=2[NH:3][CH:2]=1.[CH3:11][C:12](=O)[CH2:13][CH2:14][CH3:15].[BH4-].[Na+], predict the reaction product. (2) Given the reactants [OH:1][CH:2]1[CH2:5][N:4]([C:6]2[O:7][CH:8]=[C:9]([C:11]([N:13]3[CH2:18][CH2:17][O:16][CH2:15][CH2:14]3)=[O:12])[N:10]=2)[CH2:3]1.[CH3:19][S:20](Cl)(=[O:22])=[O:21].C(N(CC)CC)C, predict the reaction product. The product is: [CH3:19][S:20]([O:1][CH:2]1[CH2:3][N:4]([C:6]2[O:7][CH:8]=[C:9]([C:11]([N:13]3[CH2:18][CH2:17][O:16][CH2:15][CH2:14]3)=[O:12])[N:10]=2)[CH2:5]1)(=[O:22])=[O:21]. (3) Given the reactants [Cl:1][C:2]1[CH:3]=[N+:4]([O-:27])[CH:5]=[C:6]([Cl:26])[C:7]=1[CH2:8][C@@H:9]([C:11]1[CH:16]=[CH:15][C:14]([O:17][CH:18]([F:20])[F:19])=[C:13]([O:21][CH2:22][CH:23]2[CH2:25][CH2:24]2)[CH:12]=1)[OH:10].[CH3:28][O:29][C:30]1[CH:38]=[C:37]2[C:33]([C:34](=[O:44])[C:35](=[O:43])[N:36]2[CH2:39][C:40](O)=[O:41])=[CH:32][CH:31]=1.C(Cl)CCl, predict the reaction product. The product is: [Cl:1][C:2]1[CH:3]=[N+:4]([O-:27])[CH:5]=[C:6]([Cl:26])[C:7]=1[CH2:8][C@@H:9]([C:11]1[CH:16]=[CH:15][C:14]([O:17][CH:18]([F:20])[F:19])=[C:13]([O:21][CH2:22][CH:23]2[CH2:25][CH2:24]2)[CH:12]=1)[O:10][C:40](=[O:41])[CH2:39][N:36]1[C:37]2[C:33](=[CH:32][CH:31]=[C:30]([O:29][CH3:28])[CH:38]=2)[C:34](=[O:44])[C:35]1=[O:43].